From a dataset of Reaction yield outcomes from USPTO patents with 853,638 reactions. Predict the reaction yield, written as a fraction of the theoretical maximum amount of product (1.0 means a 100% yield; for example, 0.34 means a 34% yield). (1) The reactants are [Cl:1][C:2]1[C:7]([N:8]2[CH2:13][CH2:12][N:11](C(C3C(C4C=CC=CC=4OC)=NOC=3C)=O)[CH2:10][CH2:9]2)=[CH:6][C:5]([NH:30][C:31](=[O:43])[C:32]2[CH:37]=[CH:36][C:35]([NH:38][S:39]([CH3:42])(=[O:41])=[O:40])=[CH:34][CH:33]=2)=[C:4]([N+:44]([O-:46])=[O:45])[CH:3]=1.B(Br)(Br)Br.FC(F)(F)C(O)=O. The catalyst is C(Cl)Cl. The product is [Cl:1][C:2]1[C:7]([N:8]2[CH2:9][CH2:10][NH:11][CH2:12][CH2:13]2)=[CH:6][C:5]([NH:30][C:31](=[O:43])[C:32]2[CH:33]=[CH:34][C:35]([NH:38][S:39]([CH3:42])(=[O:41])=[O:40])=[CH:36][CH:37]=2)=[C:4]([N+:44]([O-:46])=[O:45])[CH:3]=1. The yield is 0.550. (2) The reactants are [CH3:1][C:2]1([CH3:18])[C:6]([CH3:8])([CH3:7])[O:5][B:4]([C:9]2[CH:17]=[CH:16][C:12]([C:13]([NH2:15])=[O:14])=[CH:11][CH:10]=2)[O:3]1.Br[C:20]1[CH:25]=[C:24]([CH:26]([F:28])[F:27])[CH:23]=[CH:22][N:21]=1.CC(C1C=C(C(C)C)C(C2C=CC=CC=2P(C2CCCCC2)C2CCCCC2)=C(C(C)C)C=1)C.C([O-])([O-])=O.[Cs+].[Cs+]. The product is [F:27][CH:26]([F:28])[C:24]1[CH:23]=[CH:22][N:21]=[C:20]([NH:15][C:13](=[O:14])[C:12]2[CH:16]=[CH:17][C:9]([B:4]3[O:3][C:2]([CH3:18])([CH3:1])[C:6]([CH3:7])([CH3:8])[O:5]3)=[CH:10][CH:11]=2)[CH:25]=1. The catalyst is O1CCOCC1. The yield is 0.790. (3) The reactants are [CH3:1][CH:2]1[CH2:6][N:5]([C:7]([O:9][C:10]([CH3:13])([CH3:12])[CH3:11])=[O:8])[C@H:4]([C:14]2[NH:15][CH:16]=[C:17]([CH3:19])[N:18]=2)[CH2:3]1.[I:20]N1C(=O)CCC1=O.O. The catalyst is C(Cl)Cl. The product is [I:20][C:16]1[NH:15][C:14]([C@@H:4]2[CH2:3][C@H:2]([CH3:1])[CH2:6][N:5]2[C:7]([O:9][C:10]([CH3:13])([CH3:11])[CH3:12])=[O:8])=[N:18][C:17]=1[CH3:19]. The yield is 0.620.